Dataset: Catalyst prediction with 721,799 reactions and 888 catalyst types from USPTO. Task: Predict which catalyst facilitates the given reaction. (1) Reactant: Cl.[NH2:2][C@@H:3]([C:5]1[CH:12]=[CH:11][C:8]([C:9]#[N:10])=[CH:7][CH:6]=1)[CH3:4].[C:13]([O:17][CH2:18][CH3:19])(=[O:16])CO.C[O-].[Na+].C1N=CN(C(N2C=NC=C2)=[O:29])C=1. Product: [O:16]=[C:13]1[N:2]([C@@H:3]([C:5]2[CH:12]=[CH:11][C:8]([C:9]#[N:10])=[CH:7][CH:6]=2)[CH3:4])[C:19](=[O:29])[CH2:18][O:17]1. The catalyst class is: 170. (2) Reactant: [C:1]1([CH:7]=[CH:8][C:9]([NH:11][C@H:12]([C:23]([O:25]C)=[O:24])[CH2:13][C:14]2[C:22]3[C:17](=[CH:18][CH:19]=[CH:20][CH:21]=3)[NH:16][CH:15]=2)=[O:10])[CH:6]=[CH:5][CH:4]=[CH:3][CH:2]=1.[OH-].[Na+:28]. Product: [C:1]1([CH:7]=[CH:8][C:9]([NH:11][C@H:12]([C:23]([O-:25])=[O:24])[CH2:13][C:14]2[C:22]3[C:17](=[CH:18][CH:19]=[CH:20][CH:21]=3)[NH:16][CH:15]=2)=[O:10])[CH:6]=[CH:5][CH:4]=[CH:3][CH:2]=1.[Na+:28]. The catalyst class is: 5.